From a dataset of Catalyst prediction with 721,799 reactions and 888 catalyst types from USPTO. Predict which catalyst facilitates the given reaction. (1) Reactant: Cl.O[CH2:3][C:4]1[C:9]([O:10][CH3:11])=[C:8]([Cl:12])[CH:7]=[CH:6][N:5]=1.S(Cl)([Cl:15])=O. Product: [Cl:15][CH2:3][C:4]1[C:9]([O:10][CH3:11])=[C:8]([Cl:12])[CH:7]=[CH:6][N:5]=1. The catalyst class is: 11. (2) Reactant: F[C:2]1[CH:7]=[CH:6][C:5]([F:8])=[CH:4][C:3]=1[N+:9]([O-:11])=[O:10].[CH3:12][C:13]([OH:17])([CH2:15][NH2:16])[CH3:14].C(N(C(C)C)CC)(C)C. Product: [CH3:12][C:13]([OH:17])([CH3:14])[CH2:15][NH:16][C:2]1[CH:7]=[CH:6][C:5]([F:8])=[CH:4][C:3]=1[N+:9]([O-:11])=[O:10]. The catalyst class is: 3. (3) Reactant: [CH2:1]([NH:4][C@@H:5]([C:13]1[CH:18]=[CH:17][CH:16]=[CH:15][CH:14]=1)[C:6]([N:8]1[CH2:12][CH2:11][CH2:10][CH2:9]1)=O)[CH:2]=[CH2:3].[H-].[Al+3].[Li+].[H-].[H-].[H-]. The catalyst class is: 7. Product: [CH2:1]([NH:4][C@@H:5]([C:13]1[CH:18]=[CH:17][CH:16]=[CH:15][CH:14]=1)[CH2:6][N:8]1[CH2:12][CH2:11][CH2:10][CH2:9]1)[CH:2]=[CH2:3]. (4) Reactant: [H-].[Na+].[F:3][C:4]1[CH:5]=[CH:6][C:7]([NH2:10])=[N:8][CH:9]=1.[CH3:11]I. Product: [F:3][C:4]1[CH:5]=[CH:6][C:7]([NH:10][CH3:11])=[N:8][CH:9]=1. The catalyst class is: 7. (5) Reactant: [Cl:1][C:2]1[C:3]([O:15][C@H:16]2[CH2:21][CH2:20][C@@H:19]([C:22]([F:25])([F:24])[F:23])[CH2:18][CH2:17]2)=[CH:4][CH:5]=[C:6]2[C:11]=1[CH:10]=[C:9]([CH:12]([OH:14])[CH3:13])[CH:8]=[CH:7]2.C1C=C[NH+]=CC=1.[O-][Cr](Cl)(=O)=O. Product: [Cl:1][C:2]1[C:3]([O:15][C@H:16]2[CH2:17][CH2:18][C@@H:19]([C:22]([F:23])([F:24])[F:25])[CH2:20][CH2:21]2)=[CH:4][CH:5]=[C:6]2[C:11]=1[CH:10]=[C:9]([C:12](=[O:14])[CH3:13])[CH:8]=[CH:7]2. The catalyst class is: 2. (6) Reactant: [N+:1]([C:4]1[O:8][C:7]([C:9](Cl)=[O:10])=[CH:6][CH:5]=1)([O-:3])=[O:2].[NH2:12][CH2:13][C:14]1[CH:19]=[CH:18][CH:17]=[CH:16][N:15]=1. Product: [N:15]1[CH:16]=[CH:17][CH:18]=[CH:19][C:14]=1[CH2:13][NH:12][C:9]([C:7]1[O:8][C:4]([N+:1]([O-:3])=[O:2])=[CH:5][CH:6]=1)=[O:10]. The catalyst class is: 624.